From a dataset of Full USPTO retrosynthesis dataset with 1.9M reactions from patents (1976-2016). Predict the reactants needed to synthesize the given product. (1) Given the product [CH3:47][C:45]1[CH:46]=[C:41]([CH:42]=[C:43]([CH3:48])[CH:44]=1)[CH2:40][CH2:29][NH:30][C:5]([N:25]1[CH2:24][CH2:23][NH:22][C:21](=[O:26])[C@@H:20]1[C:17]1[CH:18]=[CH:19][C:14]([F:13])=[CH:15][C:16]=1[CH3:27])=[O:11], predict the reactants needed to synthesize it. The reactants are: ClC(Cl)(O[C:5](=[O:11])OC(Cl)(Cl)Cl)Cl.[F:13][C:14]1[CH:19]=[CH:18][C:17]([C@@H:20]2[NH:25][CH2:24][CH2:23][NH:22][C:21]2=[O:26])=[C:16]([CH3:27])[CH:15]=1.C[CH2:29][N:30](C(C)C)C(C)C.Cl.CN[CH2:40][C:41]1[CH:46]=[C:45]([CH3:47])[CH:44]=[C:43]([CH3:48])[CH:42]=1.[Cl-].[NH4+]. (2) Given the product [C:25]([C:29]1[CH:30]=[C:31]([C:70](=[O:72])[NH2:71])[C:32]([O:68][CH3:69])=[C:33]([NH:35][C:36](=[O:67])[NH:37][C:38]2[C:47]3[C:42](=[CH:43][CH:44]=[CH:45][CH:46]=3)[C:41]([O:48][C:49]3[CH:54]=[CH:53][N:52]=[C:51]([NH:55][C:56]4[CH:64]=[CH:63][C:59]([C:60]([NH:81][CH2:80][CH2:79][N:76]5[CH2:77][CH2:78][O:73][CH2:74][CH2:75]5)=[O:61])=[C:58]([O:65][CH3:66])[CH:57]=4)[CH:50]=3)=[CH:40][CH:39]=2)[CH:34]=1)([CH3:28])([CH3:26])[CH3:27], predict the reactants needed to synthesize it. The reactants are: CN(C(ON1N=NC2C=CC=NC1=2)=[N+](C)C)C.F[P-](F)(F)(F)(F)F.[C:25]([C:29]1[CH:30]=[C:31]([C:70](=[O:72])[NH2:71])[C:32]([O:68][CH3:69])=[C:33]([NH:35][C:36](=[O:67])[NH:37][C:38]2[C:47]3[C:42](=[CH:43][CH:44]=[CH:45][CH:46]=3)[C:41]([O:48][C:49]3[CH:54]=[CH:53][N:52]=[C:51]([NH:55][C:56]4[CH:64]=[CH:63][C:59]([C:60](O)=[O:61])=[C:58]([O:65][CH3:66])[CH:57]=4)[CH:50]=3)=[CH:40][CH:39]=2)[CH:34]=1)([CH3:28])([CH3:27])[CH3:26].[O:73]1[CH2:78][CH2:77][N:76]([CH2:79][CH2:80][NH2:81])[CH2:75][CH2:74]1.CCN(C(C)C)C(C)C. (3) Given the product [I-:42].[Cl:7][C:8]1[CH:9]=[C:10]2[C:15](=[CH:16][CH:17]=1)[CH:14]=[C:13]([S:18]([N:21]1[CH2:26][CH2:25][N:24]([C:27]([C:28]3[CH:29]=[CH:30][C:31]([C:34]4[CH:39]=[CH:38][N+:37]([CH3:1])=[CH:36][CH:35]=4)=[CH:32][CH:33]=3)=[O:40])[CH2:23][CH2:22]1)(=[O:20])=[O:19])[CH:12]=[CH:11]2, predict the reactants needed to synthesize it. The reactants are: [CH:1]1C=CC=CC=1.[Cl:7][C:8]1[CH:9]=[C:10]2[C:15](=[CH:16][CH:17]=1)[CH:14]=[C:13]([S:18]([N:21]1[CH2:26][CH2:25][N:24]([C:27](=[O:40])[C:28]3[CH:33]=[CH:32][C:31]([C:34]4[CH:39]=[CH:38][N:37]=[CH:36][CH:35]=4)=[CH:30][CH:29]=3)[CH2:23][CH2:22]1)(=[O:20])=[O:19])[CH:12]=[CH:11]2.C[I:42]. (4) Given the product [CH3:3][N:2]([CH3:1])[CH2:4][C:5]1([C:11]2[CH:16]=[CH:15][C:14]([O:17][CH2:19][CH2:20][CH2:21][N:22]3[CH2:27][CH2:26][S:25][CH2:24][CH2:23]3)=[CH:13][CH:12]=2)[CH2:6][CH2:7][O:8][CH2:9][CH2:10]1, predict the reactants needed to synthesize it. The reactants are: [CH3:1][N:2]([CH2:4][C:5]1([C:11]2[CH:16]=[CH:15][C:14]([OH:17])=[CH:13][CH:12]=2)[CH2:10][CH2:9][O:8][CH2:7][CH2:6]1)[CH3:3].Cl[CH2:19][CH2:20][CH2:21][N:22]1[CH2:27][CH2:26][S:25][CH2:24][CH2:23]1.C([O-])([O-])=O.[K+].[K+].C(Cl)Cl.CO.N. (5) Given the product [F:1][C:2]1[C:3]([O:24][C@H:29]2[C@H:25]([OH:30])[CH2:26][O:27][CH2:28]2)=[C:4]([CH:18]=[C:19]([N+:21]([O-:23])=[O:22])[CH:20]=1)[CH2:5][N:6]([CH3:17])[C:7](=[O:16])[O:8][CH2:9][C:10]1[CH:11]=[CH:12][CH:13]=[CH:14][CH:15]=1, predict the reactants needed to synthesize it. The reactants are: [F:1][C:2]1[C:3]([OH:24])=[C:4]([CH:18]=[C:19]([N+:21]([O-:23])=[O:22])[CH:20]=1)[CH2:5][N:6]([CH3:17])[C:7](=[O:16])[O:8][CH2:9][C:10]1[CH:15]=[CH:14][CH:13]=[CH:12][CH:11]=1.[CH:25]12[O:30][CH:29]1[CH2:28][O:27][CH2:26]2.C([O-])([O-])=O.[K+].[K+].